This data is from Reaction yield outcomes from USPTO patents with 853,638 reactions. The task is: Predict the reaction yield, written as a fraction of the theoretical maximum amount of product (1.0 means a 100% yield; for example, 0.34 means a 34% yield). (1) The reactants are [NH2:1][C:2]1[CH:15]=[CH:14][C:5]([O:6][C:7]2[CH:12]=[CH:11][N:10]=[C:9]([NH2:13])[CH:8]=2)=[CH:4][C:3]=1[Cl:16].C(N(CC)CC)C.Cl[C:25](OC1C=CC=CC=1)=[O:26].[CH3:34][N:35]1[CH2:40][CH2:39][N:38]([CH2:41][CH2:42][CH2:43][NH2:44])[CH2:37][CH2:36]1. The catalyst is O1CCCC1.CO.C(OCC)(=O)C.CN(C)C=O. The product is [NH2:1][C:2]1[CH:15]=[CH:14][C:5]([O:6][C:7]2[CH:12]=[CH:11][N:10]=[C:9]([NH:13][C:25]([NH:44][CH2:43][CH2:42][CH2:41][N:38]3[CH2:39][CH2:40][N:35]([CH3:34])[CH2:36][CH2:37]3)=[O:26])[CH:8]=2)=[CH:4][C:3]=1[Cl:16]. The yield is 0.519. (2) The reactants are Br[C:2]1[CH:17]=[CH:16][C:5]2[N:6]([C:9]([O:11][C:12]([CH3:15])([CH3:14])[CH3:13])=[O:10])[CH:7]=[N:8][C:4]=2[CH:3]=1.[B:18]1([B:18]2[O:22][C:21]([CH3:24])([CH3:23])[C:20]([CH3:26])([CH3:25])[O:19]2)[O:22][C:21]([CH3:24])([CH3:23])[C:20]([CH3:26])([CH3:25])[O:19]1.C([O-])(=O)C.[K+]. The catalyst is C(N(CC)CC)C.O1CCOCC1.C([O-])(=O)C.[Pd+2].C([O-])(=O)C.C1C=CC(P(C2C=CC=CC=2)[C-]2C=CC=C2)=CC=1.C1C=CC(P(C2C=CC=CC=2)[C-]2C=CC=C2)=CC=1.Cl[Pd]Cl.[Fe+2]. The product is [CH3:25][C:20]1([CH3:26])[C:21]([CH3:24])([CH3:23])[O:22][B:18]([C:2]2[CH:17]=[CH:16][C:5]3[N:6]([C:9]([O:11][C:12]([CH3:15])([CH3:14])[CH3:13])=[O:10])[CH:7]=[N:8][C:4]=3[CH:3]=2)[O:19]1. The yield is 0.420. (3) The catalyst is [Pd].C(O)C. The yield is 0.910. The product is [NH2:12][C:3]1[CH:4]=[C:5]([CH:10]=[CH:11][C:2]=1[F:1])[C:6]([O:8][CH3:9])=[O:7]. The reactants are [F:1][C:2]1[CH:11]=[CH:10][C:5]([C:6]([O:8][CH3:9])=[O:7])=[CH:4][C:3]=1[N+:12]([O-])=O. (4) The catalyst is C(Cl)Cl. The reactants are FC(F)(F)C(O)=O.C(OC([N:15]1[CH2:35][CH2:34][C:18]2[N:19]=[C:20]([NH:23][C:24](=[O:33])[C:25]3[CH:30]=[CH:29][C:28]([CH2:31][CH3:32])=[CH:27][CH:26]=3)[N:21]=[CH:22][C:17]=2[CH2:16]1)=O)(C)(C)C.C(N(CC)CC)C.[S:43]1[CH:47]=[CH:46][C:45]([S:48](Cl)(=[O:50])=[O:49])=[CH:44]1. The product is [CH2:31]([C:28]1[CH:27]=[CH:26][C:25]([C:24]([NH:23][C:20]2[N:21]=[CH:22][C:17]3[CH2:16][N:15]([S:48]([C:45]4[CH:46]=[CH:47][S:43][CH:44]=4)(=[O:50])=[O:49])[CH2:35][CH2:34][C:18]=3[N:19]=2)=[O:33])=[CH:30][CH:29]=1)[CH3:32]. The yield is 0.630. (5) The reactants are Br[C:2]1[CH:3]=[C:4]([CH:7]=[C:8](Br)[CH:9]=1)[CH:5]=O.[C:11]([C:15]1[CH:16]=[C:17]([CH:44]=[C:45]([C:47]([CH3:50])([CH3:49])[CH3:48])[CH:46]=1)[CH:18]=[CH:19][C:20]1[CH:21]=[C:22]([CH:25]=[C:26]([CH:28]=[CH:29][C:30]2[CH:35]=[C:34]([C:36]([CH3:39])([CH3:38])[CH3:37])[CH:33]=[C:32]([C:40]([CH3:43])([CH3:42])[CH3:41])[CH:31]=2)[CH:27]=1)[CH:23]=[CH2:24])([CH3:14])([CH3:13])[CH3:12].[C:51](=[O:54])([O-])[O-].[Na+].[Na+].[C:57]([C:61]1(C)[C:66](O)=[C:65](C(C)(C)C)[CH:64]=[CH:63][CH2:62]1)([CH3:60])([CH3:59])[CH3:58]. The catalyst is CC1C(P(C2C([CH2-])=CC=CC=2)C2C(C)=CC=CC=2)=CC=CC=1.CC1C(P(C2C([CH2-])=CC=CC=2)C2C(C)=CC=CC=2)=CC=CC=1.CC(O)=O.CC(O)=O.[Pd].[Pd].CN(C)C(=O)C. The product is [C:36]([C:34]1[CH:35]=[C:30]([CH:31]=[C:32]([C:40]([CH3:43])([CH3:42])[CH3:41])[CH:33]=1)[CH:29]=[CH:28][C:26]1[CH:25]=[C:22]([CH:21]=[C:20]([CH:19]=[CH:18][C:17]2[CH:44]=[C:45]([C:47]([CH3:50])([CH3:49])[CH3:48])[CH:46]=[C:15]([C:11]([CH3:14])([CH3:12])[CH3:13])[CH:16]=2)[CH:27]=1)[CH:23]=[CH:24][C:2]1[CH:9]=[C:8]([CH:7]=[C:4]([CH:5]=[CH:23][C:22]2[CH:25]=[C:26]([CH:28]=[CH:29][C:63]3[CH:62]=[C:61]([C:57]([CH3:60])([CH3:58])[CH3:59])[CH:66]=[C:65]([C:32]([CH3:40])([CH3:33])[CH3:31])[CH:64]=3)[CH:27]=[C:20]([CH:19]=[CH:18][C:17]3[CH:16]=[C:15]([C:11]([CH3:14])([CH3:13])[CH3:12])[CH:46]=[C:45]([C:47]([CH3:50])([CH3:49])[CH3:48])[CH:44]=3)[CH:21]=2)[CH:3]=1)[CH:51]=[O:54])([CH3:37])([CH3:39])[CH3:38]. The yield is 0.690. (6) The reactants are [Si]([O:8][CH2:9][C@@H:10]([CH3:24])[CH2:11][N:12]1[C:17]2[CH:18]=[CH:19][C:20]([F:22])=[CH:21][C:16]=2[O:15][CH2:14][C:13]1=[O:23])(C(C)(C)C)(C)C.O.[F-].C([N+](CCCC)(CCCC)CCCC)CCC. The catalyst is CCCCCCC.CCOC(C)=O. The product is [F:22][C:20]1[CH:19]=[CH:18][C:17]2[N:12]([CH2:11][C@H:10]([CH3:24])[CH2:9][OH:8])[C:13](=[O:23])[CH2:14][O:15][C:16]=2[CH:21]=1. The yield is 1.00. (7) The reactants are C([NH:8][C:9]1[C:10]([CH3:25])=[CH:11][C:12]2[O:16][CH2:15][CH:14]([C:17]3[CH:22]=[CH:21][CH:20]=[CH:19][CH:18]=3)[C:13]=2[C:23]=1[CH3:24])C1C=CC=CC=1. The catalyst is C(OCC)(=O)C.CCCCCC. The product is [CH3:24][C:23]1[C:13]2[CH:14]([C:17]3[CH:22]=[CH:21][CH:20]=[CH:19][CH:18]=3)[CH2:15][O:16][C:12]=2[CH:11]=[C:10]([CH3:25])[C:9]=1[NH2:8]. The yield is 0.840. (8) The reactants are [C:1](Cl)(Cl)=[O:2].[NH2:5][C:6]1[CH:15]=[C:14]2[C:9]([C:10]([CH3:17])=[CH:11][C:12](=[O:16])[O:13]2)=[CH:8][CH:7]=1. The catalyst is C1(C)C=CC=CC=1.O1CCOCC1. The product is [N:5]([C:6]1[CH:15]=[C:14]2[C:9]([C:10]([CH3:17])=[CH:11][C:12](=[O:16])[O:13]2)=[CH:8][CH:7]=1)=[C:1]=[O:2]. The yield is 0.250.